This data is from Full USPTO retrosynthesis dataset with 1.9M reactions from patents (1976-2016). The task is: Predict the reactants needed to synthesize the given product. (1) Given the product [Cl:1][C:2]1[CH:3]=[CH:7][C:8]([N:11]([CH3:28])[C:12]([C:14]2[N:18]([CH3:19])[N:17]=[C:16]([C:20]([F:23])([F:22])[F:21])[C:15]=2[C:24]([F:25])([F:26])[F:27])=[O:13])=[CH:9][C:34]=1[C:35]([Cl:37])=[O:36], predict the reactants needed to synthesize it. The reactants are: [Cl:1][C:2]1C=[CH:9][C:8]([N:11]([CH3:28])[C:12]([C:14]2[N:18]([CH3:19])[N:17]=[C:16]([C:20]([F:23])([F:22])[F:21])[C:15]=2[C:24]([F:27])([F:26])[F:25])=[O:13])=[CH:7][C:3]=1C(O)=O.CN(C)C=O.[C:34](Cl)(=O)[C:35]([Cl:37])=[O:36]. (2) The reactants are: C(N(CC)CC)C.[NH2:8][C@@H:9]1[CH2:15][CH2:14][C@@H:13]([C:16]2[CH:21]=[CH:20][CH:19]=[C:18]([F:22])[C:17]=2[F:23])[CH2:12][N:11]([CH2:24][CH2:25][O:26][CH3:27])[C:10]1=[O:28].Cl[C:30](OC1C=CC([N+]([O-])=O)=CC=1)=[O:31].Cl.Cl.[O:44]=[C:45]1[NH:53][C:48]2=[N:49][CH:50]=[CH:51][CH:52]=[C:47]2[N:46]1[CH:54]1[CH2:59][CH2:58][NH:57][CH2:56][CH2:55]1. Given the product [F:23][C:17]1[C:18]([F:22])=[CH:19][CH:20]=[CH:21][C:16]=1[C@H:13]1[CH2:12][N:11]([CH2:24][CH2:25][O:26][CH3:27])[C:10](=[O:28])[C@H:9]([NH:8][C:30]([N:57]2[CH2:58][CH2:59][CH:54]([N:46]3[C:47]4[C:48](=[N:49][CH:50]=[CH:51][CH:52]=4)[NH:53][C:45]3=[O:44])[CH2:55][CH2:56]2)=[O:31])[CH2:15][CH2:14]1, predict the reactants needed to synthesize it. (3) Given the product [F:27][C:24]1[CH:25]=[CH:26][C:21]([CH2:20][NH:19][C:17]([C:12]2[CH:11]=[C:10]([CH2:9][OH:8])[N:15]=[C:14]([CH3:16])[N:13]=2)=[O:18])=[CH:22][C:23]=1[O:28][CH3:29], predict the reactants needed to synthesize it. The reactants are: [Si]([O:8][CH2:9][C:10]1[N:15]=[C:14]([CH3:16])[N:13]=[C:12]([C:17]([NH:19][CH2:20][C:21]2[CH:26]=[CH:25][C:24]([F:27])=[C:23]([O:28][CH3:29])[CH:22]=2)=[O:18])[CH:11]=1)(C(C)(C)C)(C)C.CCCC[N+](CCCC)(CCCC)CCCC.[F-]. (4) Given the product [CH:3]12[CH2:9][CH:7]3[CH2:6][CH:5]([CH2:10][CH:1]([CH2:8]3)[CH:2]1[N:11]1[CH2:12][C:13]([CH3:16])([CH3:14])[NH:15][C:17]1=[O:18])[CH2:4]2, predict the reactants needed to synthesize it. The reactants are: [CH:1]12[CH2:10][CH:5]3[CH2:6][CH:7]([CH2:9][CH:3]([CH2:4]3)[CH:2]1[NH:11][CH2:12][C:13]([CH3:16])([NH2:15])[CH3:14])[CH2:8]2.[C:17](N1C=CN=C1)(N1C=CN=C1)=[O:18].O.